From a dataset of Full USPTO retrosynthesis dataset with 1.9M reactions from patents (1976-2016). Predict the reactants needed to synthesize the given product. Given the product [CH:13]1([C@H:11]([NH:10][C:5]2[C:4]3[N:17]([CH2:20][C:21]4[CH:22]=[CH:23][C:24]([C:27]([F:28])([F:30])[F:29])=[CH:25][CH:26]=4)[CH:18]=[N:19][C:3]=3[C:2]([CH3:31])=[C:7]([C:8]#[N:9])[N:6]=2)[CH3:12])[CH2:16][CH2:15][CH2:14]1, predict the reactants needed to synthesize it. The reactants are: Br[C:2]1[C:3]2[N:19]=[CH:18][N:17]([CH2:20][C:21]3[CH:26]=[CH:25][C:24]([C:27]([F:30])([F:29])[F:28])=[CH:23][CH:22]=3)[C:4]=2[C:5]([NH:10][C@@H:11]([CH:13]2[CH2:16][CH2:15][CH2:14]2)[CH3:12])=[N:6][C:7]=1[C:8]#[N:9].[CH3:31]B(O)O.P([O-])([O-])([O-])=O.[K+].[K+].[K+].O1CCOCC1.